From a dataset of Reaction yield outcomes from USPTO patents with 853,638 reactions. Predict the reaction yield, written as a fraction of the theoretical maximum amount of product (1.0 means a 100% yield; for example, 0.34 means a 34% yield). The catalyst is CO.[Pd]. The yield is 0.810. The product is [NH:27]1[CH2:28][CH2:29][CH:24]([C:21]2[CH:22]=[CH:23][C:18]([C:16]([NH:15][C:10]3[CH:11]=[CH:12][CH:13]=[CH:14][C:9]=3[NH:8][C:6](=[O:7])[O:5][C:1]([CH3:3])([CH3:4])[CH3:2])=[O:17])=[CH:19][CH:20]=2)[CH2:25][CH2:26]1. The reactants are [C:1]([O:5][C:6]([NH:8][C:9]1[CH:14]=[CH:13][CH:12]=[CH:11][C:10]=1[NH:15][C:16]([C:18]1[CH:23]=[CH:22][C:21]([C:24]2[CH2:25][CH2:26][N:27](C(OCC3C=CC=CC=3)=O)[CH2:28][CH:29]=2)=[CH:20][CH:19]=1)=[O:17])=[O:7])([CH3:4])([CH3:3])[CH3:2].[H][H].C(OCC)C.C(OCC)(=O)C.